Dataset: Reaction yield outcomes from USPTO patents with 853,638 reactions. Task: Predict the reaction yield, written as a fraction of the theoretical maximum amount of product (1.0 means a 100% yield; for example, 0.34 means a 34% yield). (1) The reactants are [CH3:1][C:2]1[CH:11]=[CH:10][C:5]2[N:6]=[C:7](N)[S:8][C:4]=2[CH:3]=1.C([CH2:14][O:15][C:16]1[C:17]([F:26])=[C:18]([C:23]([NH2:25])=[O:24])[C:19]([F:22])=[CH:20][CH:21]=1)#N. No catalyst specified. The product is [F:26][C:17]1[C:16]([O:15][CH2:14][C:7]2[S:8][C:4]3[CH:3]=[C:2]([CH3:1])[CH:11]=[CH:10][C:5]=3[N:6]=2)=[CH:21][CH:20]=[C:19]([F:22])[C:18]=1[C:23]([NH2:25])=[O:24]. The yield is 0.170. (2) The catalyst is C1COCC1.O.CO. The yield is 0.910. The product is [CH3:1][O:2][C:3]1[CH:12]=[C:11]([O:13][CH3:14])[CH:10]=[C:9]2[C:4]=1[C:5](=[O:32])[NH:6][C:7]([C:15]1[N:20]=[C:19]([N:21]3[CH2:22][CH2:23][N:24]([CH2:27][C:28]([OH:30])=[O:29])[CH2:25][CH2:26]3)[CH:18]=[CH:17][CH:16]=1)=[N:8]2. The reactants are [CH3:1][O:2][C:3]1[CH:12]=[C:11]([O:13][CH3:14])[CH:10]=[C:9]2[C:4]=1[C:5](=[O:32])[NH:6][C:7]([C:15]1[N:20]=[C:19]([N:21]3[CH2:26][CH2:25][N:24]([CH2:27][C:28]([O:30]C)=[O:29])[CH2:23][CH2:22]3)[CH:18]=[CH:17][CH:16]=1)=[N:8]2.[OH-].[Li+]. (3) The reactants are [CH2:1]1[CH2:6][CH2:5][C:4]2([CH2:11][NH:10][C:8](=[O:9])[CH2:7]2)[CH2:3][CH2:2]1.[C:12](O[C:12]([O:14][C:15]([CH3:18])([CH3:17])[CH3:16])=[O:13])([O:14][C:15]([CH3:18])([CH3:17])[CH3:16])=[O:13]. The catalyst is C(#N)C.CN(C)C1C=CN=CC=1.C(OCC)(=O)C. The product is [C:15]([O:14][C:12]([N:10]1[C:8](=[O:9])[CH2:7][C:4]2([CH2:5][CH2:6][CH2:1][CH2:2][CH2:3]2)[CH2:11]1)=[O:13])([CH3:18])([CH3:17])[CH3:16]. The yield is 0.920. (4) The product is [CH3:1][N:2]([CH3:32])[C:3]([C:5]1[N:26]([CH:27]2[CH2:31][CH2:30][CH2:29][CH2:28]2)[C:8]2[N:9]=[C:10]([NH:13][C:14]3[CH:19]=[CH:18][C:17]([N:20]4[CH2:21][CH2:22][N:23]([CH2:34][CH2:35][OH:36])[CH2:24][CH2:25]4)=[CH:16][N:15]=3)[N:11]=[CH:12][C:7]=2[CH:6]=1)=[O:4]. The yield is 0.320. The reactants are [CH3:1][N:2]([CH3:32])[C:3]([C:5]1[N:26]([CH:27]2[CH2:31][CH2:30][CH2:29][CH2:28]2)[C:8]2[N:9]=[C:10]([NH:13][C:14]3[CH:19]=[CH:18][C:17]([N:20]4[CH2:25][CH2:24][NH:23][CH2:22][CH2:21]4)=[CH:16][N:15]=3)[N:11]=[CH:12][C:7]=2[CH:6]=1)=[O:4].Br[CH2:34][CH2:35][OH:36]. No catalyst specified.